From a dataset of Forward reaction prediction with 1.9M reactions from USPTO patents (1976-2016). Predict the product of the given reaction. (1) Given the reactants [Cl:1][C:2]1[CH:3]=[C:4]2[C:8](=[CH:9][CH:10]=1)[NH:7][CH2:6][CH2:5]2.[CH3:11][N:12]1[CH:16]=[C:15]([C:17]2[N:22]=[N:21][C:20]([N:23]3[CH2:28][CH2:27][C:26](=O)[CH2:25][CH2:24]3)=[CH:19][CH:18]=2)[CH:14]=[N:13]1, predict the reaction product. The product is: [Cl:1][C:2]1[CH:3]=[C:4]2[C:8](=[CH:9][CH:10]=1)[N:7]([CH:26]1[CH2:27][CH2:28][N:23]([C:20]3[N:21]=[N:22][C:17]([C:15]4[CH:14]=[N:13][N:12]([CH3:11])[CH:16]=4)=[CH:18][CH:19]=3)[CH2:24][CH2:25]1)[CH2:6][CH2:5]2. (2) Given the reactants Br[CH2:2][C:3]1[CH:12]=[CH:11][C:10]2[C:5](=[CH:6][CH:7]=[C:8]([F:13])[CH:9]=2)[CH:4]=1.[C-:14]#[N:15].[K+], predict the reaction product. The product is: [F:13][C:8]1[CH:9]=[C:10]2[C:5](=[CH:6][CH:7]=1)[CH:4]=[C:3]([CH2:2][C:14]#[N:15])[CH:12]=[CH:11]2. (3) Given the reactants N[C:2]1[N:10]=[C:9]2[C:5]([N:6]=[CH:7][N:8]2[CH2:11][C:12]2[CH:17]=[CH:16][CH:15]=[C:14]([CH2:18][C:19]([O:21][CH3:22])=[O:20])[CH:13]=2)=[C:4]([Cl:23])[N:3]=1.[I-].[I:25]CI.C(ON=O)CC(C)C, predict the reaction product. The product is: [Cl:23][C:4]1[N:3]=[C:2]([I:25])[N:10]=[C:9]2[C:5]=1[N:6]=[CH:7][N:8]2[CH2:11][C:12]1[CH:17]=[CH:16][CH:15]=[C:14]([CH2:18][C:19]([O:21][CH3:22])=[O:20])[CH:13]=1. (4) Given the reactants [N+:1]([CH3:4])([O-:3])=[O:2].[N:5]1[CH:10]=[CH:9][CH:8]=[CH:7][C:6]=1[CH:11]=O.CS(Cl)(=O)=O.C(N(CC)CC)C, predict the reaction product. The product is: [N+:1](/[CH:4]=[CH:11]/[C:6]1[CH:7]=[CH:8][CH:9]=[CH:10][N:5]=1)([O-:3])=[O:2]. (5) Given the reactants Cl[C:2]1[C:3]2[N:10]([CH3:11])[CH:9]=[CH:8][C:4]=2[N:5]=[CH:6][N:7]=1.[S:12]1[C:16]2[CH:17]=[CH:18][CH:19]=[C:20]([O:21][C:22]3[CH:28]=[CH:27][C:25]([NH2:26])=[CH:24][C:23]=3[Cl:29])[C:15]=2[CH:14]=[N:13]1.C(=O)([O-])O.[Na+], predict the reaction product. The product is: [S:12]1[C:16]2[CH:17]=[CH:18][CH:19]=[C:20]([O:21][C:22]3[CH:28]=[CH:27][C:25]([NH:26][C:2]4[C:3]5[N:10]([CH3:11])[CH:9]=[CH:8][C:4]=5[N:5]=[CH:6][N:7]=4)=[CH:24][C:23]=3[Cl:29])[C:15]=2[CH:14]=[N:13]1. (6) Given the reactants CN(C(ON1N=NC2C=CC=CC1=2)=[N+](C)C)C.[B-](F)(F)(F)F.C(N(CC)CC)C.[O:30]=[C:31]1[N:37]([CH:38]2[CH2:43][CH2:42][N:41]([C:44]([O:46][C@H:47]([CH2:64][C:65]3[CH:70]=[C:69]([C:71]([F:74])([F:73])[F:72])[C:68]([NH2:75])=[C:67]([Cl:76])[CH:66]=3)[C:48]([N:50]3[CH2:55][CH2:54][CH:53]([N:56]4[CH2:60][CH2:59][CH2:58][C@@H:57]4[C:61]([OH:63])=[O:62])[CH2:52][CH2:51]3)=[O:49])=[O:45])[CH2:40][CH2:39]2)[CH2:36][CH2:35][C:34]2[CH:77]=[CH:78][CH:79]=[CH:80][C:33]=2[NH:32]1.O[CH2:82][C:83]([N:85]([CH3:87])[CH3:86])=[O:84], predict the reaction product. The product is: [O:30]=[C:31]1[N:37]([CH:38]2[CH2:43][CH2:42][N:41]([C:44]([O:46][C@H:47]([CH2:64][C:65]3[CH:70]=[C:69]([C:71]([F:72])([F:74])[F:73])[C:68]([NH2:75])=[C:67]([Cl:76])[CH:66]=3)[C:48]([N:50]3[CH2:51][CH2:52][CH:53]([N:56]4[CH2:60][CH2:59][CH2:58][C@@H:57]4[C:61]([O:63][CH2:82][C:83](=[O:84])[N:85]([CH3:87])[CH3:86])=[O:62])[CH2:54][CH2:55]3)=[O:49])=[O:45])[CH2:40][CH2:39]2)[CH2:36][CH2:35][C:34]2[CH:77]=[CH:78][CH:79]=[CH:80][C:33]=2[NH:32]1.